This data is from Forward reaction prediction with 1.9M reactions from USPTO patents (1976-2016). The task is: Predict the product of the given reaction. (1) Given the reactants [C:1]([O:10][CH3:11])(=[O:9])[C:2]1[C:3](=[CH:5][CH:6]=[CH:7][CH:8]=1)[NH2:4].Br[CH2:13][C:14]([O:16][CH2:17][CH3:18])=[O:15], predict the reaction product. The product is: [CH2:17]([O:16][C:14](=[O:15])[CH2:13][NH:4][C:3]1[CH:5]=[CH:6][CH:7]=[CH:8][C:2]=1[C:1]([O:10][CH3:11])=[O:9])[CH3:18]. (2) The product is: [F:20][C:11]([F:10])([F:19])[C:12]1[CH:13]=[CH:14][C:15]([S:18][C:2]2[CH:3]=[C:4]([CH:7]=[CH:8][CH:9]=2)[CH:5]=[O:6])=[CH:16][CH:17]=1. Given the reactants I[C:2]1[CH:3]=[C:4]([CH:7]=[CH:8][CH:9]=1)[CH:5]=[O:6].[F:10][C:11]([F:20])([F:19])[C:12]1[CH:17]=[CH:16][C:15]([SH:18])=[CH:14][CH:13]=1.C(O)CO.C(=O)([O-])[O-].[K+].[K+], predict the reaction product. (3) Given the reactants F[C:2]1[CH:7]=[CH:6][C:5]([C:8]2[O:9][C:10]3[CH:16]=[CH:15][CH:14]=[CH:13][C:11]=3[N:12]=2)=[CH:4][C:3]=1[N+:17]([O-])=O.C(=O)([O-])[O-].[K+].[K+].[C:26]1([CH2:32][CH2:33][NH2:34])[CH:31]=[CH:30][CH:29]=[CH:28][CH:27]=1.[H][H], predict the reaction product. The product is: [C:26]1([CH2:32][CH2:33][NH:34][C:2]2[CH:7]=[CH:6][C:5]([C:8]3[O:9][C:10]4[CH:16]=[CH:15][CH:14]=[CH:13][C:11]=4[N:12]=3)=[CH:4][C:3]=2[NH2:17])[CH:31]=[CH:30][CH:29]=[CH:28][CH:27]=1. (4) Given the reactants [OH-:1].[Na+].[OH:3][C:4]1[CH:13]=[CH:12][CH:11]=[C:10]2[C:5]=1[C:6]([NH:14][C:15]1[CH:20]=[CH:19][C:18]([O:21][C:22]3[CH:23]=[N:24][C:25]([CH3:28])=[CH:26][CH:27]=3)=[C:17]([CH3:29])[CH:16]=1)=[N:7][CH:8]=[N:9]2.[CH3:30][C:31](O)([CH3:36])[C:32](Cl)(Cl)Cl.CC(C)=[O:40], predict the reaction product. The product is: [CH3:30][C:31]([O:3][C:4]1[CH:13]=[CH:12][CH:11]=[C:10]2[C:5]=1[C:6]([NH:14][C:15]1[CH:20]=[CH:19][C:18]([O:21][C:22]3[CH:23]=[N:24][C:25]([CH3:28])=[CH:26][CH:27]=3)=[C:17]([CH3:29])[CH:16]=1)=[N:7][CH:8]=[N:9]2)([CH3:36])[C:32]([OH:40])=[O:1]. (5) The product is: [C:9]([O:13][C:14]([N:16]1[CH2:21][C@H:20]([CH2:22][N:3]2[CH2:7][CH2:6][CH2:5][C:4]2=[O:8])[N:19]([CH2:24][C:25]2[CH:26]=[CH:27][CH:28]=[CH:29][CH:30]=2)[CH2:18][C@H:17]1[CH3:31])=[O:15])([CH3:10])([CH3:11])[CH3:12]. Given the reactants [H-].[Na+].[NH:3]1[CH2:7][CH2:6][CH2:5][C:4]1=[O:8].[C:9]([O:13][C:14]([N:16]1[CH2:21][C@H:20]([CH2:22]Cl)[N:19]([CH2:24][C:25]2[CH:30]=[CH:29][CH:28]=[CH:27][CH:26]=2)[CH2:18][C@H:17]1[CH3:31])=[O:15])([CH3:12])([CH3:11])[CH3:10].C(=O)(O)[O-].[Na+], predict the reaction product. (6) Given the reactants C([O:3][CH:4](OCC)[CH2:5][CH2:6][CH2:7][NH:8][C:9]([N:11]1[CH2:16][CH2:15][N:14]([C:17]2[CH:22]=[CH:21][CH:20]=[CH:19][CH:18]=2)[CH2:13][CH2:12]1)=[O:10])C.O=CCCCNC(C1CCCCC1)=O, predict the reaction product. The product is: [O:3]=[CH:4][CH2:5][CH2:6][CH2:7][NH:8][C:9]([N:11]1[CH2:12][CH2:13][N:14]([C:17]2[CH:22]=[CH:21][CH:20]=[CH:19][CH:18]=2)[CH2:15][CH2:16]1)=[O:10]. (7) Given the reactants NCC(C1NC2C(C=1)=CC=CN=2)OC1CCCCO1.[Cl:20][C:21]1[CH:29]=[CH:28][N:27]=[C:26]2[C:22]=1[CH:23]=[C:24]([CH:30]([O:43][CH:44]1[CH2:49][CH2:48][CH2:47][CH2:46][O:45]1)[CH2:31][N:32]1C(=O)C3=CC=CC=C3C1=O)[NH:25]2.NN.O, predict the reaction product. The product is: [NH2:32][CH2:31][CH:30]([C:24]1[NH:25][C:26]2[C:22]([CH:23]=1)=[C:21]([Cl:20])[CH:29]=[CH:28][N:27]=2)[O:43][CH:44]1[CH2:49][CH2:48][CH2:47][CH2:46][O:45]1.